Dataset: Forward reaction prediction with 1.9M reactions from USPTO patents (1976-2016). Task: Predict the product of the given reaction. (1) The product is: [O:29]1[CH2:34][CH2:33][CH:28]([CH2:27][NH:24][C:19]([C:12]2[C:13]([C:15]([F:18])([F:16])[F:17])=[N:14][C:9]([NH:8][C:4]3[CH:5]=[CH:6][CH:7]=[C:2]([Cl:1])[CH:3]=3)=[N:10][CH:11]=2)=[O:21])[CH2:31][CH2:30]1. Given the reactants [Cl:1][C:2]1[CH:3]=[C:4]([NH:8][C:9]2[N:14]=[C:13]([C:15]([F:18])([F:17])[F:16])[C:12]([C:19]([OH:21])=O)=[CH:11][N:10]=2)[CH:5]=[CH:6][CH:7]=1.C([N:24]([CH2:27][CH3:28])CC)C.[O:29]1[CH2:34][CH2:33]C(CO)[CH2:31][CH2:30]1.O, predict the reaction product. (2) Given the reactants [H-].[Na+].[CH3:3][O:4][C:5](=[O:21])[CH2:6][C:7]1[CH:12]=[CH:11][C:10]([O:13][C:14]2[CH:19]=[CH:18][C:17]([Cl:20])=[CH:16][CH:15]=2)=[CH:9][CH:8]=1, predict the reaction product. The product is: [CH3:3][O:4][C:5](=[O:21])[CH:6]([C:7]1[CH:8]=[CH:9][C:10]([O:13][C:14]2[CH:19]=[CH:18][C:17]([Cl:20])=[CH:16][CH:15]=2)=[CH:11][CH:12]=1)[C:5]([O:4][CH3:3])=[O:21]. (3) Given the reactants C(OC(=O)[N:7]([CH2:25][C:26]#[N:27])[C:8]1[CH:9]=[N:10][CH:11]=[CH:12][C:13]=1[C:14]1[CH:19]=[CH:18][CH:17]=[CH:16][C:15]=1[O:20][C:21]([F:24])([F:23])[F:22])(C)(C)C.FC(F)(F)C(O)=O, predict the reaction product. The product is: [F:24][C:21]([F:22])([F:23])[O:20][C:15]1[CH:16]=[CH:17][CH:18]=[CH:19][C:14]=1[C:13]1[CH:12]=[CH:11][N:10]=[CH:9][C:8]=1[NH:7][CH2:25][C:26]#[N:27]. (4) Given the reactants [F:1][C:2]1[CH:11]=[C:10]2[C:5]([CH:6]=[CH:7][C:8]([CH3:12])=[N:9]2)=[C:4]([N:13]2[CH2:18][CH2:17][NH:16][CH2:15][CH2:14]2)[CH:3]=1.Cl[CH2:20][C:21]([C:23]1[CH:24]=[CH:25][C:26]2[O:31][CH2:30][C:29](=O)[NH:28][C:27]=2[CH:33]=1)=[O:22].C(N(CC)C(C)C)(C)C, predict the reaction product. The product is: [F:1][C:2]1[CH:11]=[C:10]2[C:5]([CH:6]=[CH:7][C:8]([CH3:12])=[N:9]2)=[C:4]([N:13]2[CH2:14][CH2:15][N:16]([CH2:20][C:21]([C:23]3[CH:24]=[CH:25][C:26]4[O:31][CH2:30][CH:29]=[N:28][C:27]=4[CH:33]=3)=[O:22])[CH2:17][CH2:18]2)[CH:3]=1. (5) The product is: [C:1]([CH2:3][NH:4][C:5]([C@@H:7]1[CH2:12][CH2:11][CH2:10][CH2:9][C@H:8]1[CH2:13][S:14]([C:17]1[CH:22]=[CH:21][C:20]([S:32][CH3:31])=[CH:19][CH:18]=1)(=[O:16])=[O:15])=[O:6])#[N:2]. Given the reactants [C:1]([CH2:3][NH:4][C:5]([C@@H:7]1[CH2:12][CH2:11][CH2:10][CH2:9][C@H:8]1[CH2:13][S:14]([C:17]1[CH:22]=[CH:21][C:20](F)=[CH:19][CH:18]=1)(=[O:16])=[O:15])=[O:6])#[N:2].C1(C)C=CC=CC=1.[CH3:31][S-:32].[Na+], predict the reaction product. (6) The product is: [F:1][C:2]1[CH:31]=[CH:30][C:5]([O:6][C:7]2[CH:8]=[C:9]([NH:13][C:14]([C:16]3([CH3:29])[CH2:17][CH2:18][NH:19][CH2:20][CH2:21]3)=[O:15])[CH:10]=[CH:11][CH:12]=2)=[CH:4][CH:3]=1. Given the reactants [F:1][C:2]1[CH:31]=[CH:30][C:5]([O:6][C:7]2[CH:8]=[C:9]([NH:13][C:14]([C:16]3([CH3:29])[CH2:21][CH2:20][N:19](C(OC(C)(C)C)=O)[CH2:18][CH2:17]3)=[O:15])[CH:10]=[CH:11][CH:12]=2)=[CH:4][CH:3]=1.Cl, predict the reaction product. (7) Given the reactants [Cl:1][C:2]1[CH:7]=[CH:6][C:5]([N+:8]([O-])=O)=[CH:4][C:3]=1[NH:11][C:12](=[O:20])[C:13]1[CH:18]=[CH:17][CH:16]=[C:15]([F:19])[CH:14]=1.O.O.[Sn](Cl)Cl.C(Cl)Cl, predict the reaction product. The product is: [NH2:8][C:5]1[CH:6]=[CH:7][C:2]([Cl:1])=[C:3]([NH:11][C:12](=[O:20])[C:13]2[CH:18]=[CH:17][CH:16]=[C:15]([F:19])[CH:14]=2)[CH:4]=1.